Dataset: Full USPTO retrosynthesis dataset with 1.9M reactions from patents (1976-2016). Task: Predict the reactants needed to synthesize the given product. Given the product [C:1]([N:8]1[CH2:12][C@@H:11]([N:13]=[N+:14]=[N-:15])[CH2:10][C@H:9]1[C:16]([OH:18])=[O:17])([O:3][C:4]([CH3:7])([CH3:6])[CH3:5])=[O:2], predict the reactants needed to synthesize it. The reactants are: [C:1]([N:8]1[CH2:12][C@@H:11]([N:13]=[N+:14]=[N-:15])[CH2:10][C@H:9]1[C:16]([O:18]C)=[O:17])([O:3][C:4]([CH3:7])([CH3:6])[CH3:5])=[O:2].O.[Li+].[OH-].